Task: Binary Classification. Given a drug SMILES string, predict its activity (active/inactive) in a high-throughput screening assay against a specified biological target.. Dataset: HIV replication inhibition screening data with 41,000+ compounds from the AIDS Antiviral Screen (1) The result is 0 (inactive). The drug is O=c1c([Se]c2coc3ccccc3c2=O)coc2ccccc12. (2) The compound is CC12CCC(CC1)C(C)(C)NC(=N)S2. The result is 0 (inactive).